From a dataset of Peptide-MHC class II binding affinity with 134,281 pairs from IEDB. Regression. Given a peptide amino acid sequence and an MHC pseudo amino acid sequence, predict their binding affinity value. This is MHC class II binding data. (1) The peptide sequence is EKKYFAATQFEPLAQ. The MHC is HLA-DPA10201-DPB10501 with pseudo-sequence HLA-DPA10201-DPB10501. The binding affinity (normalized) is 0.632. (2) The peptide sequence is SQDLELSWNLNTLQAY. The MHC is HLA-DQA10301-DQB10302 with pseudo-sequence HLA-DQA10301-DQB10302. The binding affinity (normalized) is 0.406. (3) The peptide sequence is GCGSCFEIKCTKPEA. The MHC is HLA-DQA10501-DQB10201 with pseudo-sequence HLA-DQA10501-DQB10201. The binding affinity (normalized) is 0.0156. (4) The peptide sequence is VVNPSVKTVREAGILITA. The MHC is DRB3_0101 with pseudo-sequence DRB3_0101. The binding affinity (normalized) is 0.365. (5) The peptide sequence is EIGWEAGTAAPDEIP. The MHC is HLA-DQA10301-DQB10302 with pseudo-sequence HLA-DQA10301-DQB10302. The binding affinity (normalized) is 0.561.